This data is from Full USPTO retrosynthesis dataset with 1.9M reactions from patents (1976-2016). The task is: Predict the reactants needed to synthesize the given product. (1) Given the product [N:9]1([C:14]2[CH:21]=[CH:20][C:17]([CH2:18][CH:26]3[C:27](=[O:29])[O:28][C:23]([CH3:31])([CH3:22])[O:24][C:25]3=[O:30])=[CH:16][CH:15]=2)[CH:13]=[N:12][CH:11]=[N:10]1, predict the reactants needed to synthesize it. The reactants are: N1CCC[C@H]1C(O)=O.[N:9]1([C:14]2[CH:21]=[CH:20][C:17]([CH:18]=O)=[CH:16][CH:15]=2)[CH:13]=[N:12][CH:11]=[N:10]1.[CH3:22][C:23]1([CH3:31])[O:28][C:27](=[O:29])[CH2:26][C:25](=[O:30])[O:24]1.CC1NC(C)=C(C(OCC)=O)CC=1C(OCC)=O. (2) Given the product [C:1]([O:5][C:6]([N:8]1[CH2:9][CH2:10][CH:11]([C:14](=[O:16])[NH:29][C:23]2[CH:24]=[CH:25][C:26]([F:28])=[CH:27][C:22]=2[Br:21])[CH2:12][CH2:13]1)=[O:7])([CH3:2])([CH3:3])[CH3:4], predict the reactants needed to synthesize it. The reactants are: [C:1]([O:5][C:6]([N:8]1[CH2:13][CH2:12][CH:11]([C:14]([OH:16])=O)[CH2:10][CH2:9]1)=[O:7])([CH3:4])([CH3:3])[CH3:2].S(Cl)(Cl)=O.[Br:21][C:22]1[CH:27]=[C:26]([F:28])[CH:25]=[CH:24][C:23]=1[NH2:29].C(N(CC)CC)C. (3) Given the product [CH2:6]([OH:5])[CH2:7][CH2:8][CH2:9][CH2:10][CH2:11][CH2:12][CH2:13][CH2:14]/[CH:15]=[CH:56]\[CH2:55][CH2:54][CH2:53][CH2:52][CH2:51][CH2:50][CH2:49][CH2:48][CH2:47][CH2:46][CH3:45], predict the reactants needed to synthesize it. The reactants are: [Br-].C([O:5][CH2:6][CH2:7][CH2:8][CH2:9][CH2:10][CH2:11][CH2:12][CH2:13][CH2:14][CH2:15][P+](C1C=CC=CC=1)(C1C=CC=CC=1)C1C=CC=CC=1)(=O)C.C[Si]([N-][Si](C)(C)C)(C)C.[Na+].[CH:45](=O)[CH2:46][CH2:47][CH2:48][CH2:49][CH2:50][CH2:51][CH2:52][CH2:53][CH2:54][CH2:55][CH3:56]. (4) Given the product [C:8]([C:5]1[CH:6]=[CH:7][C:2]([Li:16])=[CH:3][CH:4]=1)([CH3:11])([CH3:10])[CH3:9].[O:23]1[CH2:27][CH2:26][CH2:25][CH2:24]1, predict the reactants needed to synthesize it. The reactants are: Br[C:2]1[CH:7]=[CH:6][C:5]([C:8]([CH3:11])([CH3:10])[CH3:9])=[CH:4][CH:3]=1.C([Li:16])CCC.CCCCCC.[O:23]1[CH2:27][CH2:26][CH2:25][CH2:24]1. (5) The reactants are: [OH:1][CH2:2][C:3]([CH2:8][OH:9])([CH2:6][OH:7])[CH2:4][OH:5].[C:10]1(=[O:16])[O:15][C:13](=[O:14])[CH2:12][CH2:11]1.[C:17]([O:20]CC)(=[O:19])[CH3:18].C[C:24]([CH3:26])=[O:25]. Given the product [C:17]([C:18]#[C:12][C:13]([O:1][CH2:2][C:3]([CH2:8][O:9][C:24](=[O:25])[C:26]#[C:18][C:17]([OH:20])=[O:19])([CH2:6][O:7][C:10](=[O:15])[C:11]#[C:18][C:17]([OH:20])=[O:19])[CH2:4][O:5][C:13](=[O:14])[C:12]#[C:11][C:10]([OH:15])=[O:16])=[O:14])([OH:20])=[O:19], predict the reactants needed to synthesize it. (6) Given the product [CH3:26][N:27]([CH3:33])[CH:28]1[CH2:32][CH2:31][N:30]([C:2]2[CH:3]=[C:4]3[C:9](=[CH:10][CH:11]=2)[N:8]=[C:7]([CH3:12])[C:6]([C:13](=[O:18])[C:14]([F:17])([F:16])[F:15])=[C:5]3[C:19]2[CH:24]=[CH:23][C:22]([F:25])=[CH:21][CH:20]=2)[CH2:29]1, predict the reactants needed to synthesize it. The reactants are: Br[C:2]1[CH:3]=[C:4]2[C:9](=[CH:10][CH:11]=1)[N:8]=[C:7]([CH3:12])[C:6]([C:13](=[O:18])[C:14]([F:17])([F:16])[F:15])=[C:5]2[C:19]1[CH:24]=[CH:23][C:22]([F:25])=[CH:21][CH:20]=1.[CH3:26][N:27]([CH3:33])[CH:28]1[CH2:32][CH2:31][NH:30][CH2:29]1.